From a dataset of Forward reaction prediction with 1.9M reactions from USPTO patents (1976-2016). Predict the product of the given reaction. (1) Given the reactants C(O[C:4]([C:6]1[CH:11]=[C:10]([C:12]#[N:13])[CH:9]=[C:8]([CH3:14])[N:7]=1)=[O:5])C.[Cl:15][C:16]1[CH:17]=[C:18]([CH:20]=[CH:21][CH:22]=1)[NH2:19], predict the reaction product. The product is: [Cl:15][C:16]1[CH:17]=[C:18]([NH:19][C:4]([C:6]2[CH:11]=[C:10]([C:12]#[N:13])[CH:9]=[C:8]([CH3:14])[N:7]=2)=[O:5])[CH:20]=[CH:21][CH:22]=1. (2) Given the reactants C([O:8][C@@H:9]1[C@@H:17]([C@:18]([OH:24])([CH3:23])[C:19]([F:22])([F:21])[F:20])[O:16][C@H:15]2[C@H:11]([N:12]=[C:13]([N:25]([CH2:33][CH3:34])C(=O)OC(C)(C)C)[S:14]2)[C@H:10]1[F:35])C1C=CC=CC=1.B(Cl)(Cl)Cl, predict the reaction product. The product is: [CH2:33]([NH:25][C:13]1[S:14][C@H:15]2[O:16][C@H:17]([C@:18]([OH:24])([CH3:23])[C:19]([F:22])([F:21])[F:20])[C@@H:9]([OH:8])[C@H:10]([F:35])[C@H:11]2[N:12]=1)[CH3:34].